This data is from Peptide-MHC class I binding affinity with 185,985 pairs from IEDB/IMGT. The task is: Regression. Given a peptide amino acid sequence and an MHC pseudo amino acid sequence, predict their binding affinity value. This is MHC class I binding data. (1) The peptide sequence is QASQEVKNW. The MHC is HLA-B44:03 with pseudo-sequence HLA-B44:03. The binding affinity (normalized) is 0.593. (2) The peptide sequence is SYMLQALCIP. The MHC is H-2-Kd with pseudo-sequence H-2-Kd. The binding affinity (normalized) is 0.688. (3) The peptide sequence is LFYKLDVV. The MHC is H-2-Db with pseudo-sequence H-2-Db. The binding affinity (normalized) is 0.0783. (4) The peptide sequence is SLPPNFSSL. The MHC is HLA-B15:01 with pseudo-sequence HLA-B15:01. The binding affinity (normalized) is 0.561.